This data is from Catalyst prediction with 721,799 reactions and 888 catalyst types from USPTO. The task is: Predict which catalyst facilitates the given reaction. (1) Product: [C:25]([N:22]1[CH2:23][CH2:24][N:19]([C:16]2[CH:17]=[CH:18][C:13]([NH:12][C:7]3[N:6]=[C:5]([O:4][C:3]4[CH:30]=[CH:31][CH:32]=[CH:33][C:2]=4[NH:1][C:43](=[O:46])[CH:44]=[CH2:45])[C:10]([Cl:11])=[CH:9][N:8]=3)=[C:14]([O:28][CH3:29])[CH:15]=2)[CH2:20][CH2:21]1)(=[O:27])[CH3:26]. The catalyst class is: 366. Reactant: [NH2:1][C:2]1[CH:33]=[CH:32][CH:31]=[CH:30][C:3]=1[O:4][C:5]1[C:10]([Cl:11])=[CH:9][N:8]=[C:7]([NH:12][C:13]2[CH:18]=[CH:17][C:16]([N:19]3[CH2:24][CH2:23][N:22]([C:25](=[O:27])[CH3:26])[CH2:21][CH2:20]3)=[CH:15][C:14]=2[O:28][CH3:29])[N:6]=1.CCN(C(C)C)C(C)C.[C:43](Cl)(=[O:46])[CH:44]=[CH2:45].CO. (2) Reactant: [F:1][C:2]1[CH:8]=[C:7]([CH:9]2[CH2:11][CH2:10]2)[CH:6]=[CH:5][C:3]=1[NH2:4].[CH3:12][O:13][C:14]([C:16]1[CH:17]=[CH:18][C:19]2[N:20]([CH:23]=[N:24][CH:25]=2)[C:21]=1Cl)=[O:15].C[Si]([N-][Si](C)(C)C)(C)C.[Li+]. Product: [CH3:12][O:13][C:14]([C:16]1[CH:17]=[CH:18][C:19]2[N:20]([CH:23]=[N:24][CH:25]=2)[C:21]=1[NH:4][C:3]1[CH:5]=[CH:6][C:7]([CH:9]2[CH2:11][CH2:10]2)=[CH:8][C:2]=1[F:1])=[O:15]. The catalyst class is: 1. (3) Reactant: [Br:1][C:2]1[CH:7]=[C:6]([NH2:8])[C:5]([NH2:9])=[C:4]([CH3:10])[CH:3]=1.[H-].[Na+].Cl[C:14]([O:16][CH2:17][CH3:18])=[O:15].[NH4+].[Cl-]. Product: [CH2:17]([O:16][C:14](=[O:15])[NH:8][C:6]1[CH:7]=[C:2]([Br:1])[CH:3]=[C:4]([CH3:10])[C:5]=1[NH2:9])[CH3:18]. The catalyst class is: 3. (4) Reactant: [H-].[Na+].[CH3:3][C:4]1[NH:5][C:6]2[C:11]([C:12]=1[CH3:13])=[CH:10][C:9]([C:14]([O:16][CH2:17][CH3:18])=[O:15])=[CH:8][CH:7]=2.[F:19][C:20]1[CH:27]=[C:26]([F:28])[CH:25]=[CH:24][C:21]=1[CH2:22]Br. Product: [F:19][C:20]1[CH:27]=[C:26]([F:28])[CH:25]=[CH:24][C:21]=1[CH2:22][N:5]1[C:6]2[C:11](=[CH:10][C:9]([C:14]([O:16][CH2:17][CH3:18])=[O:15])=[CH:8][CH:7]=2)[C:12]([CH3:13])=[C:4]1[CH3:3]. The catalyst class is: 3. (5) Reactant: [CH2:1]([O:3][CH2:4][C:5](=O)[CH:6]([C:9]1[CH:14]=[CH:13][C:12]([CH3:15])=[CH:11][CH:10]=1)[C:7]#[N:8])[CH3:2].Cl.Cl.[NH2:19][NH2:20]. Product: [CH2:1]([O:3][CH2:4][C:5]1[C:6]([C:9]2[CH:14]=[CH:13][C:12]([CH3:15])=[CH:11][CH:10]=2)=[C:7]([NH2:8])[NH:20][N:19]=1)[CH3:2]. The catalyst class is: 8.